This data is from Forward reaction prediction with 1.9M reactions from USPTO patents (1976-2016). The task is: Predict the product of the given reaction. (1) Given the reactants Cl.[CH3:2][C:3]1[CH:4]=[CH:5][C:6]([NH2:9])=[N:7][CH:8]=1.O.[OH-].[Ba+2].[OH-].[F:14][C:15]1[CH:37]=[CH:36][CH:35]=[CH:34][C:16]=1[O:17][C:18]1[C:31](=[O:32])[N:30]([CH3:33])[C:21]2[N:22]=[C:23](S(C)(=O)=O)[N:24]=[CH:25][C:20]=2[CH:19]=1, predict the reaction product. The product is: [F:14][C:15]1[CH:37]=[CH:36][CH:35]=[CH:34][C:16]=1[O:17][C:18]1[C:31](=[O:32])[N:30]([CH3:33])[C:21]2[N:22]=[C:23]([NH:9][C:6]3[CH:5]=[CH:4][C:3]([CH3:2])=[CH:8][N:7]=3)[N:24]=[CH:25][C:20]=2[CH:19]=1. (2) The product is: [NH2:5][C:4]1[C:3]2[C:2](=[CH:9][CH:8]=[CH:7][C:6]=2[O:10][CH:11]2[CH2:16][CH2:15][O:14][CH2:13][CH2:12]2)[N:1]=[C:18]([CH3:25])[C:19]=1[C:20]([O:22][CH2:23][CH3:24])=[O:21]. Given the reactants [NH2:1][C:2]1[CH:9]=[CH:8][CH:7]=[C:6]([O:10][CH:11]2[CH2:16][CH2:15][O:14][CH2:13][CH2:12]2)[C:3]=1[C:4]#[N:5].O=[C:18]([CH3:25])[CH2:19][C:20]([O:22][CH2:23][CH3:24])=[O:21], predict the reaction product. (3) Given the reactants S(Cl)(Cl)=O.[F:5][C:6]1[CH:11]=[CH:10][C:9]([C:12]2[C:13]([CH:37]([CH3:39])[CH3:38])=[N:14][C:15]([N:21]3[CH2:26][CH2:25][N:24]([CH2:27][C:28]4[CH:33]=[CH:32][C:31]([O:34][CH3:35])=[CH:30][CH:29]=4)[C@H:23]([CH3:36])[CH2:22]3)=[C:16]([CH:20]=2)[C:17]([OH:19])=[O:18])=[CH:8][CH:7]=1.[CH3:40]O, predict the reaction product. The product is: [CH3:40][O:18][C:17](=[O:19])[C:16]1[CH:20]=[C:12]([C:9]2[CH:10]=[CH:11][C:6]([F:5])=[CH:7][CH:8]=2)[C:13]([CH:37]([CH3:39])[CH3:38])=[N:14][C:15]=1[N:21]1[CH2:26][CH2:25][N:24]([CH2:27][C:28]2[CH:29]=[CH:30][C:31]([O:34][CH3:35])=[CH:32][CH:33]=2)[C@H:23]([CH3:36])[CH2:22]1. (4) Given the reactants [Br:1][C:2]1[CH:10]=[CH:9][C:5]([C:6]([OH:8])=O)=[CH:4][C:3]=1[O:11][CH2:12][C:13]([F:16])([F:15])[F:14].NC[C:19](C)([OH:21])C.CN(C(ON1N=[N:38][C:33]2[CH:34]=CC=N[C:32]1=2)=[N+](C)C)C.F[P-](F)(F)(F)(F)F.CCN(C(C)C)C(C)C.C(=O)(O)[O-].[Na+], predict the reaction product. The product is: [Br:1][C:2]1[CH:10]=[CH:9][C:5]([C:6]([NH:38][C:33]([CH3:32])([CH3:34])[CH2:19][OH:21])=[O:8])=[CH:4][C:3]=1[O:11][CH2:12][C:13]([F:16])([F:15])[F:14]. (5) Given the reactants C(O[C:4]([C:6]1[N:11]=[C:10]([CH3:12])[C:9]2[N:13]=[C:14]([C:16]3[CH:21]=[CH:20][CH:19]=[CH:18][CH:17]=3)[S:15][C:8]=2[C:7]=1[OH:22])=[O:5])C.[NH2:23][C@H:24]([C:26]([OH:28])=[O:27])[CH3:25], predict the reaction product. The product is: [OH:22][C:7]1[C:8]2[S:15][C:14]([C:16]3[CH:17]=[CH:18][CH:19]=[CH:20][CH:21]=3)=[N:13][C:9]=2[C:10]([CH3:12])=[N:11][C:6]=1[C:4]([NH:23][CH:24]([CH3:25])[C:26]([OH:28])=[O:27])=[O:5]. (6) Given the reactants [O:1]1[CH2:5][CH2:4][CH2:3][CH:2]1[CH:6]=O.[N+:8]([CH3:11])([O-:10])=[O:9].CN(C)C(N(C)C)=N.FC(F)(F)C(OC(=O)C(F)(F)F)=O.C(N(CC)CC)C, predict the reaction product. The product is: [N+:8](/[CH:11]=[CH:6]/[CH:2]1[CH2:3][CH2:4][CH2:5][O:1]1)([O-:10])=[O:9]. (7) Given the reactants [CH3:1][O:2][C:3]([C@@H:5]1[CH2:18][C@H:17]([O:19][S:20]([C:23]2[CH:28]=[CH:27][CH:26]=[CH:25][CH:24]=2)(=[O:22])=[O:21])[C:16](=[O:29])[C@H:15]2[C@@:6]1([CH3:37])[CH2:7][CH2:8][C@H:9]1[C@:14]2([CH3:30])[CH2:13][C@@H:12]([C:31]2[CH:35]=[CH:34][O:33][CH:32]=2)[O:11][C:10]1=[O:36])=[O:4].[Br:38]C1C=CC=CC=1S(Cl)(=O)=O, predict the reaction product. The product is: [CH3:1][O:2][C:3]([C@@H:5]1[CH2:18][C@H:17]([O:19][S:20]([C:23]2[CH:28]=[CH:27][CH:26]=[CH:25][C:24]=2[Br:38])(=[O:22])=[O:21])[C:16](=[O:29])[C@H:15]2[C@@:6]1([CH3:37])[CH2:7][CH2:8][C@H:9]1[C@:14]2([CH3:30])[CH2:13][C@@H:12]([C:31]2[CH:35]=[CH:34][O:33][CH:32]=2)[O:11][C:10]1=[O:36])=[O:4].